Task: Predict which catalyst facilitates the given reaction.. Dataset: Catalyst prediction with 721,799 reactions and 888 catalyst types from USPTO (1) Reactant: CON(C)[C:4](=[O:16])[C:5]1[CH:10]=[CH:9][C:8]([O:11][C:12]([F:15])([F:14])[F:13])=[CH:7][CH:6]=1.[CH2:18]([Mg]Br)[CH3:19].O1CCCC1.Cl. Product: [F:15][C:12]([F:13])([F:14])[O:11][C:8]1[CH:7]=[CH:6][C:5]([C:4](=[O:16])[CH2:18][CH3:19])=[CH:10][CH:9]=1. The catalyst class is: 7. (2) Reactant: [S:1]1[CH:5]=[CH:4][C:3]([CH:6]=O)=[CH:2]1.CO[C:10]1[CH:19]=[C:18]2[C:13]([C:14]([CH3:29])=[CH:15][C:16]([NH:20][C@H:21]3[CH2:26][C@@H:25]4[CH2:27][C@H:22]3[C@@H:23]([NH2:28])[CH2:24]4)=[N:17]2)=[CH:12][CH:11]=1.C[C:31](O)=[O:32]. Product: [CH3:31][O:32][C:11]1[CH:12]=[C:13]2[C:18](=[CH:19][CH:10]=1)[N:17]=[C:16]([NH:20][C@H:21]1[CH2:26][C@@H:25]3[CH2:27][C@H:22]1[C@@H:23]([NH:28][CH2:6][C:3]1[CH:4]=[CH:5][S:1][CH:2]=1)[CH2:24]3)[CH:15]=[C:14]2[CH3:29]. The catalyst class is: 100. (3) Reactant: [F:1][C:2]1[C:7]([O:8][C:9]([C:11]2[N:12]([CH3:32])[C:13]3[C:21]([CH:22]=2)=[C:20]2[C:16]([C:17](=[O:24])[NH:18][C:19]2=[O:23])=[C:15]([C:25]2[CH:30]=[CH:29][CH:28]=[CH:27][C:26]=2[Cl:31])[CH:14]=3)=[O:10])=[C:6]([F:33])[C:5]([F:34])=[C:4]([F:35])[C:3]=1[F:36].[Br:37]N1C(=O)CCC1=O.O. Product: [F:33][C:6]1[C:7]([O:8][C:9]([C:11]2[N:12]([CH3:32])[C:13]3[C:21]([C:22]=2[Br:37])=[C:20]2[C:16]([C:17](=[O:24])[NH:18][C:19]2=[O:23])=[C:15]([C:25]2[CH:30]=[CH:29][CH:28]=[CH:27][C:26]=2[Cl:31])[CH:14]=3)=[O:10])=[C:2]([F:1])[C:3]([F:36])=[C:4]([F:35])[C:5]=1[F:34]. The catalyst class is: 9.